This data is from Reaction yield outcomes from USPTO patents with 853,638 reactions. The task is: Predict the reaction yield, written as a fraction of the theoretical maximum amount of product (1.0 means a 100% yield; for example, 0.34 means a 34% yield). (1) The reactants are [CH3:1][O:2][C:3]1[CH:11]=[CH:10][CH:9]=[C:8]2[C:4]=1[C:5]([NH2:12])=[N:6][NH:7]2.CC(N(CC1C=CC=C(CN2C3C(=C(C(=O)C)C=CC=3)C(NS(C3SC(Cl)=CC=3)(=O)=O)=N2)C=1)C(=O)[O-])(C)C.[OH-].[K+].Br[CH2:54][C:55]1[CH:60]=[CH:59][C:58]([O:61][CH3:62])=[C:57]([F:63])[CH:56]=1. The catalyst is CS(C)=O.C(OCC)(=O)C.ClCCl. The product is [F:63][C:57]1[CH:56]=[C:55]([CH2:54][N:7]2[C:8]3[C:4](=[C:3]([O:2][CH3:1])[CH:11]=[CH:10][CH:9]=3)[C:5]([NH2:12])=[N:6]2)[CH:60]=[CH:59][C:58]=1[O:61][CH3:62]. The yield is 0.480. (2) The reactants are [CH3:1][O:2][C:3]([C:5]1[CH:6]=[C:7]([Br:14])[CH:8]=[C:9]2[C:13]=1[NH:12][CH:11]=[CH:10]2)=[O:4].[H-].[Na+].I[CH3:18]. The catalyst is CN(C=O)C. The product is [CH3:1][O:2][C:3]([C:5]1[CH:6]=[C:7]([Br:14])[CH:8]=[C:9]2[C:13]=1[N:12]([CH3:18])[CH:11]=[CH:10]2)=[O:4]. The yield is 0.920. (3) The catalyst is COCCOC.N(C(C)(C)C#N)=NC(C)(C)C#N. The product is [CH3:1][O:2][C:3]([C:5]1[C:10]([CH:11]([F:14])[CH3:12])=[C:9]([NH2:15])[N:8]=[C:7]([C:16]2[CH:21]=[CH:20][C:19]([Cl:22])=[C:18]([O:23][CH3:24])[C:17]=2[F:25])[N:6]=1)=[O:4]. The reactants are [CH3:1][O:2][C:3]([C:5]1[C:10]([CH:11]([F:14])[CH2:12]Br)=[C:9]([NH2:15])[N:8]=[C:7]([C:16]2[CH:21]=[CH:20][C:19]([Cl:22])=[C:18]([O:23][CH3:24])[C:17]=2[F:25])[N:6]=1)=[O:4].C([SnH](CCCC)CCCC)CCC. The yield is 0.610.